Predict the product of the given reaction. From a dataset of Forward reaction prediction with 1.9M reactions from USPTO patents (1976-2016). (1) Given the reactants I[C:2]1[CH:3]=[C:4]([CH:23]=[CH:24][CH:25]=1)[CH2:5][O:6][C@H:7]1[CH2:11][N:10]([C:12]([O:14][C:15]([CH3:18])([CH3:17])[CH3:16])=[O:13])[C@H:9]([C:19]([O:21][CH3:22])=[O:20])[CH2:8]1.[CH:26]([Sn](CCCC)(CCCC)CCCC)=[CH2:27], predict the reaction product. The product is: [CH:26]([C:2]1[CH:3]=[C:4]([CH:23]=[CH:24][CH:25]=1)[CH2:5][O:6][C@H:7]1[CH2:11][N:10]([C:12]([O:14][C:15]([CH3:18])([CH3:17])[CH3:16])=[O:13])[C@H:9]([C:19]([O:21][CH3:22])=[O:20])[CH2:8]1)=[CH2:27]. (2) Given the reactants Br[C:2]1[CH:7]=[C:6]([CH:8]=[O:9])[C:5]([F:10])=[CH:4][N:3]=1.[F:11][C:12]([F:23])([F:22])[C:13]1[N:18]=[CH:17][C:16](B(O)O)=[CH:15][CH:14]=1.C(Cl)Cl.C([O-])([O-])=O.[Cs+].[Cs+], predict the reaction product. The product is: [F:10][C:5]1[C:6]([CH:8]=[O:9])=[CH:7][C:2]([C:16]2[CH:17]=[N:18][C:13]([C:12]([F:23])([F:22])[F:11])=[CH:14][CH:15]=2)=[N:3][CH:4]=1. (3) Given the reactants Br[C:2]1[CH:3]=[C:4]([N:9]2[CH2:14][CH2:13][O:12][CH2:11][CH2:10]2)[CH:5]=[C:6]([Cl:8])[CH:7]=1.[F:15][C:16]1[CH:25]=[C:24]2[C:19]([C:20]([CH:33]=[O:34])=[C:21]([CH3:32])[C:22]([C:26]3[CH:31]=[CH:30][CH:29]=[CH:28][N:27]=3)=[N:23]2)=[CH:18][CH:17]=1, predict the reaction product. The product is: [Cl:8][C:6]1[CH:7]=[C:2]([CH:33]([C:20]2[C:19]3[C:24](=[CH:25][C:16]([F:15])=[CH:17][CH:18]=3)[N:23]=[C:22]([C:26]3[CH:31]=[CH:30][CH:29]=[CH:28][N:27]=3)[C:21]=2[CH3:32])[OH:34])[CH:3]=[C:4]([N:9]2[CH2:14][CH2:13][O:12][CH2:11][CH2:10]2)[CH:5]=1. (4) Given the reactants Cl[C:2]1[C:3]2[NH:10][CH:9]=[CH:8][C:4]=2[N:5]=[CH:6][N:7]=1.[O:11]([C:18]1[CH:23]=[CH:22][C:21]([OH:24])=[CH:20][CH:19]=1)[C:12]1[CH:17]=[CH:16][CH:15]=[CH:14][CH:13]=1.O[CH2:26][CH:27]1[CH2:30][N:29]([C:31]([O:33]C(C)(C)C)=O)[CH2:28]1.[C:38](Cl)(=O)[CH:39]=C, predict the reaction product. The product is: [O:11]([C:18]1[CH:19]=[CH:20][C:21]([O:24][C:2]2[C:3]3[N:10]([CH2:26][CH:27]4[CH2:28][N:29]([C:31](=[O:33])[CH:38]=[CH2:39])[CH2:30]4)[CH:9]=[CH:8][C:4]=3[N:5]=[CH:6][N:7]=2)=[CH:22][CH:23]=1)[C:12]1[CH:17]=[CH:16][CH:15]=[CH:14][CH:13]=1. (5) Given the reactants [NH2:1][CH:2]1[CH2:7][CH2:6][N:5]([S:8]([C:11]2[CH:16]=[CH:15][C:14]([NH:17][C:18](=[O:21])[CH:19]=[CH2:20])=[CH:13][CH:12]=2)(=[O:10])=[O:9])[CH2:4][CH2:3]1.[C:22]1([CH2:28][CH:29]=O)[CH:27]=[CH:26][CH:25]=[CH:24][CH:23]=1.C(N(CC)CC)C.C(O[BH-](OC(=O)C)OC(=O)C)(=O)C.[Na+], predict the reaction product. The product is: [CH2:29]([NH:1][CH:2]1[CH2:7][CH2:6][N:5]([S:8]([C:11]2[CH:16]=[CH:15][C:14]([NH:17][C:18](=[O:21])[CH:19]=[CH2:20])=[CH:13][CH:12]=2)(=[O:9])=[O:10])[CH2:4][CH2:3]1)[CH2:28][C:22]1[CH:27]=[CH:26][CH:25]=[CH:24][CH:23]=1. (6) Given the reactants N1C=CN=C1CN1C(=O)COC2N=C(C3C=CC(C4(N)CCC4)=CC=3)C(C3C=CC=CC=3)=CC1=2.C(OC(=O)[NH:41][C:42]1([C:46]2[CH:51]=[CH:50][C:49]([C:52]3[C:53]([C:67]4[CH:72]=[CH:71][CH:70]=[CH:69][CH:68]=4)=[CH:54][C:55]4[N:61]([CH2:62][CH2:63][F:64])[C:60](=[O:65])[CH2:59][CH2:58][NH:57][C:56]=4[N:66]=3)=[CH:48][CH:47]=2)[CH2:45][CH2:44][CH2:43]1)(C)(C)C, predict the reaction product. The product is: [NH2:41][C:42]1([C:46]2[CH:47]=[CH:48][C:49]([C:52]3[C:53]([C:67]4[CH:68]=[CH:69][CH:70]=[CH:71][CH:72]=4)=[CH:54][C:55]4[N:61]([CH2:62][CH2:63][F:64])[C:60](=[O:65])[CH2:59][CH2:58][NH:57][C:56]=4[N:66]=3)=[CH:50][CH:51]=2)[CH2:45][CH2:44][CH2:43]1. (7) Given the reactants NC1C=C([C:8]2[N:9]=[C:10]3[C:16]([C:17]([NH:19][C:20]([CH3:23])([CH3:22])[CH3:21])=[O:18])=[CH:15][N:14]([CH2:24][O:25][CH2:26][CH2:27][Si:28]([CH3:31])([CH3:30])[CH3:29])[C:11]3=[N:12][CH:13]=2)C=CC=1.BrCC=CC(O)=O.C(P1(=O)OP(CCC)(=O)OP(CCC)(=O)O1)CC.C(OCC)(=O)C.CCN(C(C)C)C(C)C, predict the reaction product. The product is: [C:20]([NH:19][C:17]([C:16]1[C:10]2[C:11](=[N:12][CH:13]=[CH:8][N:9]=2)[N:14]([CH2:24][O:25][CH2:26][CH2:27][Si:28]([CH3:31])([CH3:30])[CH3:29])[CH:15]=1)=[O:18])([CH3:23])([CH3:22])[CH3:21]. (8) Given the reactants [C:1]([C:3]1[CH:10]=[CH:9][C:6]([CH2:7]Br)=[C:5]([F:11])[CH:4]=1)#[N:2].[CH3:12][NH2:13], predict the reaction product. The product is: [F:11][C:5]1[CH:4]=[C:3]([CH:10]=[CH:9][C:6]=1[CH2:7][NH:13][CH3:12])[C:1]#[N:2]. (9) Given the reactants [OH-].[Na+].[Cl:3][C:4]1[CH:5]=[C:6]([C:14]2[O:18][N:17]=[C:16]([C:19]3[CH:36]=[CH:35][C:22]4[CH2:23][N:24]([CH2:28][CH2:29][C:30]([O:32]CC)=[O:31])[CH2:25][CH2:26][O:27][C:21]=4[CH:20]=3)[N:15]=2)[CH:7]=[CH:8][C:9]=1[O:10][CH:11]([CH3:13])[CH3:12], predict the reaction product. The product is: [ClH:3].[Cl:3][C:4]1[CH:5]=[C:6]([C:14]2[O:18][N:17]=[C:16]([C:19]3[CH:36]=[CH:35][C:22]4[CH2:23][N:24]([CH2:28][CH2:29][C:30]([OH:32])=[O:31])[CH2:25][CH2:26][O:27][C:21]=4[CH:20]=3)[N:15]=2)[CH:7]=[CH:8][C:9]=1[O:10][CH:11]([CH3:13])[CH3:12].